This data is from Full USPTO retrosynthesis dataset with 1.9M reactions from patents (1976-2016). The task is: Predict the reactants needed to synthesize the given product. Given the product [CH3:1][N:2]([C:7](=[O:31])[C:8]1[CH:13]=[C:12]([Cl:14])[C:11]([O:15][C:16]2[CH:21]=[C:20]([CH:22]([CH3:24])[CH3:23])[C:19]([O:25][CH3:26])=[C:18]([NH2:27])[CH:17]=2)=[C:10]([Cl:30])[CH:9]=1)[CH2:3][C:4]([OH:6])=[O:5], predict the reactants needed to synthesize it. The reactants are: [CH3:1][N:2]([C:7](=[O:31])[C:8]1[CH:13]=[C:12]([Cl:14])[C:11]([O:15][C:16]2[CH:21]=[C:20]([CH:22]([CH3:24])[CH3:23])[C:19]([O:25][CH3:26])=[C:18]([N+:27]([O-])=O)[CH:17]=2)=[C:10]([Cl:30])[CH:9]=1)[CH2:3][C:4]([OH:6])=[O:5].